From a dataset of Reaction yield outcomes from USPTO patents with 853,638 reactions. Predict the reaction yield, written as a fraction of the theoretical maximum amount of product (1.0 means a 100% yield; for example, 0.34 means a 34% yield). (1) The reactants are [CH3:1][C:2]1[CH:7]=[C:6]([CH3:8])[NH:5][C:4](=[O:9])[C:3]=1[C:10]#[N:11].[Br:12]Br. The catalyst is CC(O)=O. The product is [Br:12][C:7]1[C:2]([CH3:1])=[C:3]([C:10]#[N:11])[C:4](=[O:9])[NH:5][C:6]=1[CH3:8]. The yield is 0.720. (2) The reactants are [F:1][C:2]([F:29])([C:22]1[CH:27]=[CH:26][C:25]([F:28])=[CH:24][N:23]=1)[C:3]1[N:12]=[C:11]([NH:13][C:14]2[CH:18]=[C:17]([CH3:19])[NH:16][N:15]=2)[C:10]2[C:5](=[C:6]([O:20]C)[CH:7]=[CH:8][CH:9]=2)[N:4]=1.B(Br)(Br)Br.CO. The catalyst is C(Cl)Cl. The product is [F:29][C:2]([F:1])([C:22]1[CH:27]=[CH:26][C:25]([F:28])=[CH:24][N:23]=1)[C:3]1[N:12]=[C:11]([NH:13][C:14]2[CH:18]=[C:17]([CH3:19])[NH:16][N:15]=2)[C:10]2[C:5](=[C:6]([OH:20])[CH:7]=[CH:8][CH:9]=2)[N:4]=1. The yield is 0.0200. (3) The reactants are Cl[CH2:2][CH2:3][O:4][C:5]1[C:13]2[C:8](=[N:9][CH:10]=[N:11][C:12]=2[NH:14][C:15]2[CH:20]=[CH:19][C:18]([O:21][CH2:22][C:23]3[CH:28]=[CH:27][CH:26]=[CH:25][N:24]=3)=[C:17]([Cl:29])[CH:16]=2)[NH:7][N:6]=1.[NH:30]1[CH2:35][CH2:34][NH:33][CH2:32][CH2:31]1. No catalyst specified. The product is [Cl:29][C:17]1[CH:16]=[C:15]([NH:14][C:12]2[N:11]=[CH:10][N:9]=[C:8]3[NH:7][N:6]=[C:5]([O:4][CH2:3][CH2:2][N:30]4[CH2:35][CH2:34][NH:33][CH2:32][CH2:31]4)[C:13]=23)[CH:20]=[CH:19][C:18]=1[O:21][CH2:22][C:23]1[CH:28]=[CH:27][CH:26]=[CH:25][N:24]=1. The yield is 0.420.